From a dataset of Full USPTO retrosynthesis dataset with 1.9M reactions from patents (1976-2016). Predict the reactants needed to synthesize the given product. (1) Given the product [CH:30]1([CH:37]2[CH2:38][CH2:39][CH2:40][CH2:41][CH2:42]2)[CH2:35][CH2:34][CH:33]([N:8]2[CH2:11][CH:10]([NH:12][C:13](=[O:29])[CH2:14][NH:15][C:16]3[C:20]4[CH:21]=[C:22]([C:25]([F:27])([F:26])[F:28])[CH:23]=[CH:24][C:19]=4[O:18][N:17]=3)[CH2:9]2)[CH2:32][CH2:31]1, predict the reactants needed to synthesize it. The reactants are: OC(C(F)(F)F)=O.[NH:8]1[CH2:11][CH:10]([NH:12][C:13](=[O:29])[CH2:14][NH:15][C:16]2[C:20]3[CH:21]=[C:22]([C:25]([F:28])([F:27])[F:26])[CH:23]=[CH:24][C:19]=3[O:18][N:17]=2)[CH2:9]1.[CH:30]1([CH:37]2[CH2:42][CH2:41][CH2:40][CH2:39][CH2:38]2)[CH2:35][CH2:34][C:33](=O)[CH2:32][CH2:31]1. (2) Given the product [F:1][C:2]1[CH:24]=[C:23]([N+:25]([O-:27])=[O:26])[CH:22]=[CH:21][C:3]=1[O:4][C:5]1[N:10]=[CH:9][N:8]=[C:7]([NH2:11])[CH:6]=1, predict the reactants needed to synthesize it. The reactants are: [F:1][C:2]1[CH:24]=[C:23]([N+:25]([O-:27])=[O:26])[CH:22]=[CH:21][C:3]=1[O:4][C:5]1[N:10]=[CH:9][N:8]=[C:7]([NH:11]CC2C=CC(OC)=CC=2)[CH:6]=1.C1(OC)C=CC=CC=1. (3) The reactants are: [NH:1]1[C:9]2[C:4](=[CH:5][CH:6]=[CH:7][CH:8]=2)[CH:3]=[CH:2]1.Br.Br[CH2:12][CH2:13][C:14]1[CH:19]=[CH:18][CH:17]=[CH:16][N:15]=1. Given the product [N:15]1[CH:16]=[CH:17][CH:18]=[CH:19][C:14]=1[CH2:13][CH2:12][N:1]1[C:9]2[C:4](=[CH:5][CH:6]=[CH:7][CH:8]=2)[CH:3]=[CH:2]1, predict the reactants needed to synthesize it. (4) The reactants are: [NH:1]1C=C[N:3]=[C:2]1[CH:6]1[CH2:11][CH2:10][N:9]([C:12]([O:14][C:15]([CH3:18])([CH3:17])[CH3:16])=[O:13])[CH2:8][CH2:7]1.[Cl:19]N1C(=O)CCC1=O.Cl[CH:28]([Cl:30])[CH3:29]. Given the product [Cl:19][C:29]1[N:1]=[C:2]([CH:6]2[CH2:11][CH2:10][N:9]([C:12]([O:14][C:15]([CH3:18])([CH3:17])[CH3:16])=[O:13])[CH2:8][CH2:7]2)[NH:3][C:28]=1[Cl:30], predict the reactants needed to synthesize it. (5) Given the product [F:18][C:15]1[CH:16]=[CH:17][C:12]([C:9]2[N:8]=[CH:7][C:6]([CH:5]=[CH:4][CH2:3][OH:2])=[CH:11][CH:10]=2)=[CH:13][CH:14]=1, predict the reactants needed to synthesize it. The reactants are: C[O:2][C:3](=O)[CH:4]=[CH:5][C:6]1[CH:7]=[N:8][C:9]([C:12]2[CH:17]=[CH:16][C:15]([F:18])=[CH:14][CH:13]=2)=[CH:10][CH:11]=1.[H-].C([Al+]CC(C)C)C(C)C.